From a dataset of Full USPTO retrosynthesis dataset with 1.9M reactions from patents (1976-2016). Predict the reactants needed to synthesize the given product. Given the product [CH3:60][N:40]([CH3:39])[CH:41]1[CH2:46][CH2:45][N:44]([C:47](=[O:59])[CH2:48][CH2:49][C:50]2[N:51]([CH2:55][C:56]([O:37][CH2:36][CH:35]([CH3:38])[CH3:34])=[O:57])[CH:52]=[CH:53][N:54]=2)[CH2:43][CH2:42]1, predict the reactants needed to synthesize it. The reactants are: C(N(C(C)C)CC)(C)C.CN(C(ON1N=NC2C=CC=CC1=2)=[N+](C)C)C.F[P-](F)(F)(F)(F)F.[CH3:34][CH:35]([CH3:38])[CH2:36][OH:37].[CH3:39][N:40]([CH3:60])[CH:41]1[CH2:46][CH2:45][N:44]([C:47](=[O:59])[CH2:48][CH2:49][C:50]2[N:51]([CH2:55][C:56](O)=[O:57])[CH:52]=[CH:53][N:54]=2)[CH2:43][CH2:42]1.